From a dataset of Reaction yield outcomes from USPTO patents with 853,638 reactions. Predict the reaction yield, written as a fraction of the theoretical maximum amount of product (1.0 means a 100% yield; for example, 0.34 means a 34% yield). (1) The reactants are [C:1]([NH:4][C:5]1[N:10]=[C:9]([N:11]2[C:15]([CH3:16])=[CH:14][C:13]([CH3:17])=[N:12]2)[N:8]=[C:7]([C:18]2[CH:19]=[C:20]([CH:27]=[CH:28][CH:29]=2)[CH2:21][O:22]S(C)(=O)=O)[CH:6]=1)(=[O:3])[CH3:2].[I-].[Na+].C[N:33]1[CH2:37][CH2:36][CH:35](O)[CH2:34]1.[H-].[Na+].[CH3:41]N(C=O)C. The catalyst is CO. The product is [CH3:17][C:13]1[CH:14]=[C:15]([CH3:16])[N:11]([C:9]2[N:10]=[C:5]([NH:4][C:1](=[O:3])[CH3:2])[CH:6]=[C:7]([C:18]3[CH:29]=[CH:28][CH:27]=[C:20]([C@H:21]([O:22][CH:35]4[CH2:36][CH2:37][NH:33][CH2:34]4)[CH3:41])[CH:19]=3)[N:8]=2)[N:12]=1. The yield is 0.200. (2) The reactants are [Cl:1][C:2]1[S:3][C:4]([C:8]([OH:10])=O)=[C:5]([CH3:7])[N:6]=1.O1CCCC1.C(Cl)(=O)C(Cl)=O.[NH2:22][C:23]1[CH:24]=[C:25]([CH:42]=[CH:43][C:44]=1[CH3:45])[O:26][C:27]1[CH:28]=[CH:29][C:30]2[N:31]([CH:33]=[C:34]([NH:36][C:37]([CH:39]3[CH2:41][CH2:40]3)=[O:38])[N:35]=2)[N:32]=1. The catalyst is CN(C)C=O.CN(C)C(=O)C. The product is [Cl:1][C:2]1[S:3][C:4]([C:8]([NH:22][C:23]2[CH:24]=[C:25]([O:26][C:27]3[CH:28]=[CH:29][C:30]4[N:31]([CH:33]=[C:34]([NH:36][C:37]([CH:39]5[CH2:40][CH2:41]5)=[O:38])[N:35]=4)[N:32]=3)[CH:42]=[CH:43][C:44]=2[CH3:45])=[O:10])=[C:5]([CH3:7])[N:6]=1. The yield is 0.910. (3) The reactants are [Cl:1][C:2]1[CH:10]=[CH:9][C:5]([C:6]([OH:8])=O)=[CH:4][CH:3]=1.[CH2:11]([O:13][C:14](=[O:33])[CH2:15][CH2:16][C:17]1[CH:22]=[CH:21][CH:20]=[C:19]([N:23]2[C:27]([NH2:28])=[CH:26][C:25]([C:29]([CH3:32])([CH3:31])[CH3:30])=[N:24]2)[CH:18]=1)[CH3:12]. The catalyst is O=S(Cl)Cl.C(Cl)Cl. The product is [CH2:11]([O:13][C:14](=[O:33])[CH2:15][CH2:16][C:17]1[CH:22]=[CH:21][CH:20]=[C:19]([N:23]2[C:27]([NH:28][C:6](=[O:8])[C:5]3[CH:4]=[CH:3][C:2]([Cl:1])=[CH:10][CH:9]=3)=[CH:26][C:25]([C:29]([CH3:32])([CH3:31])[CH3:30])=[N:24]2)[CH:18]=1)[CH3:12]. The yield is 0.640. (4) The reactants are Br[CH:2]([C:7]1[CH:12]=[CH:11][C:10]([F:13])=[CH:9][CH:8]=1)[C:3]([O:5][CH3:6])=[O:4].[NH:14]1[CH2:19][CH2:18][CH2:17][CH2:16][CH2:15]1.C(N(C(C)C)C(C)C)C. The catalyst is CC#N. The product is [F:13][C:10]1[CH:11]=[CH:12][C:7]([CH:2]([N:14]2[CH2:19][CH2:18][CH2:17][CH2:16][CH2:15]2)[C:3]([O:5][CH3:6])=[O:4])=[CH:8][CH:9]=1. The yield is 0.585. (5) The reactants are [CH3:1][O:2][C:3]([CH:5]([CH:12]1[NH:17][CH2:16][CH2:15][CH2:14][CH2:13]1)[C:6]1[CH:7]=[CH:8][CH:9]=[CH:10][CH:11]=1)=[O:4].Cl.[OH-].[NH4+]. The catalyst is O. The product is [CH3:1][O:2][C:3]([C@H:5]([C:6]1[CH:11]=[CH:10][CH:9]=[CH:8][CH:7]=1)[C@@H:12]1[NH:17][CH2:16][CH2:15][CH2:14][CH2:13]1)=[O:4]. The yield is 0.980. (6) The product is [CH2:16]([O:23][CH:24]1[CH:28]([NH:29][C:30]([CH:32]2[CH2:36][CH2:35][CH2:34][N:33]2[C:37](=[O:55])[CH:38]([NH:40][C:41](=[O:54])[C:42]2[CH:43]=[C:44]([Cl:53])[C:45]([O:49][CH2:50][CH:51]=[CH2:52])=[C:46]([Cl:48])[CH:47]=2)[CH3:39])=[O:31])[CH2:27][C:26](=[O:56])[O:25]1)[CH3:17]. No catalyst specified. The reactants are C(OC1C(Cl)=CC(C(O)=O)=CC=1Cl)C=C.[CH2:16]([O:23][CH:24]1[CH:28]([NH:29][C:30]([CH:32]2[CH2:36][CH2:35][CH2:34][N:33]2[C:37](=[O:55])[CH:38]([NH:40][C:41](=[O:54])[C:42]2[CH:47]=[C:46]([Cl:48])[C:45]([O:49][CH2:50][CH:51]=[CH2:52])=[C:44]([Cl:53])[CH:43]=2)[CH3:39])=[O:31])[CH2:27][C:26](=[O:56])[O:25]1)[C:17]1C=CC=CC=1. The yield is 0.650. (7) The reactants are [NH2:1][C@@H:2]1[CH2:7][CH2:6][C@H:5]([C:8]([OH:10])=[O:9])[CH2:4][CH2:3]1.[C:11](O[C:11]([O:13][C:14]([CH3:17])([CH3:16])[CH3:15])=[O:12])([O:13][C:14]([CH3:17])([CH3:16])[CH3:15])=[O:12].C(N(CC)CC)C. The catalyst is C(#N)C.O. The product is [C:14]([O:13][C:11]([NH:1][C@@H:2]1[CH2:7][CH2:6][C@H:5]([C:8]([OH:10])=[O:9])[CH2:4][CH2:3]1)=[O:12])([CH3:17])([CH3:16])[CH3:15]. The yield is 0.970. (8) The reactants are [ClH:1].C(N=C=NC[CH2:8][CH2:9][N:10]([CH3:12])C)C.[C:13]([O:17][C:18]([NH:20][C@H:21]([C:25]([OH:27])=O)[CH:22]([CH3:24])[CH3:23])=[O:19])([CH3:16])([CH3:15])[CH3:14].O.ON1[C:34]2[CH:35]=CC=C[C:33]=2[N:32]=N1.CN1[CH2:45][CH2:44][O:43][CH2:42][CH2:41]1. The catalyst is O.C(Cl)Cl. The product is [C:13]([O:17][C:18](=[O:19])[NH:20][C@H:21]([C:25]([N:10]1[CH2:12][CH2:45][CH:44]([O:43][C:42]2[CH:41]=[CH:35][C:34]([Cl:1])=[CH:33][N:32]=2)[CH2:8][CH2:9]1)=[O:27])[CH:22]([CH3:23])[CH3:24])([CH3:14])([CH3:15])[CH3:16]. The yield is 0.940. (9) The reactants are [Li+].C[Si]([N-][Si](C)(C)C)(C)C.[C:11](#[N:14])[CH2:12][CH3:13].[CH3:15][N:16]1[CH:20]=[C:19]([C:21](OCC)=[O:22])[CH:18]=[N:17]1. The catalyst is C1COCC1. The product is [CH3:13][CH:12]([C:21]([C:19]1[CH:18]=[N:17][N:16]([CH3:15])[CH:20]=1)=[O:22])[C:11]#[N:14]. The yield is 0.820.